From a dataset of Forward reaction prediction with 1.9M reactions from USPTO patents (1976-2016). Predict the product of the given reaction. Given the reactants CS(O[CH2:6][CH2:7][O:8][C:9]1[C:17]2[C:12](=[N:13][CH:14]=[N:15][C:16]=2[NH:18][C:19]2[CH:24]=[CH:23][C:22]([O:25][CH2:26][C:27]3[CH:32]=[CH:31][CH:30]=[CH:29][N:28]=3)=[C:21]([O:33][CH3:34])[CH:20]=2)[NH:11][N:10]=1)(=O)=O.[NH:35]1[CH2:39][CH2:38][CH2:37][CH2:36]1, predict the reaction product. The product is: [CH3:34][O:33][C:21]1[CH:20]=[C:19]([NH:18][C:16]2[N:15]=[CH:14][N:13]=[C:12]3[NH:11][N:10]=[C:9]([O:8][CH2:7][CH2:6][N:35]4[CH2:39][CH2:38][CH2:37][CH2:36]4)[C:17]=23)[CH:24]=[CH:23][C:22]=1[O:25][CH2:26][C:27]1[CH:32]=[CH:31][CH:30]=[CH:29][N:28]=1.